From a dataset of NCI-60 drug combinations with 297,098 pairs across 59 cell lines. Regression. Given two drug SMILES strings and cell line genomic features, predict the synergy score measuring deviation from expected non-interaction effect. (1) Drug 1: C1=CC=C(C(=C1)C(C2=CC=C(C=C2)Cl)C(Cl)Cl)Cl. Drug 2: CC(C)(C#N)C1=CC(=CC(=C1)CN2C=NC=N2)C(C)(C)C#N. Cell line: NCI-H522. Synergy scores: CSS=7.22, Synergy_ZIP=-0.932, Synergy_Bliss=-0.975, Synergy_Loewe=3.20, Synergy_HSA=1.33. (2) Drug 1: CC1=C(C=C(C=C1)C(=O)NC2=CC(=CC(=C2)C(F)(F)F)N3C=C(N=C3)C)NC4=NC=CC(=N4)C5=CN=CC=C5. Synergy scores: CSS=14.6, Synergy_ZIP=12.4, Synergy_Bliss=8.67, Synergy_Loewe=-27.6, Synergy_HSA=-6.19. Cell line: NCI-H522. Drug 2: CCC1=C2CN3C(=CC4=C(C3=O)COC(=O)C4(CC)O)C2=NC5=C1C=C(C=C5)O. (3) Drug 1: C1CC(=O)NC(=O)C1N2C(=O)C3=CC=CC=C3C2=O. Drug 2: C1C(C(OC1N2C=NC3=C2NC=NCC3O)CO)O. Cell line: LOX IMVI. Synergy scores: CSS=-3.85, Synergy_ZIP=3.38, Synergy_Bliss=9.29, Synergy_Loewe=-2.25, Synergy_HSA=-0.989. (4) Drug 1: CCN(CC)CCCC(C)NC1=C2C=C(C=CC2=NC3=C1C=CC(=C3)Cl)OC. Drug 2: CC(C)NC(=O)C1=CC=C(C=C1)CNNC.Cl. Cell line: OVCAR3. Synergy scores: CSS=23.9, Synergy_ZIP=0.745, Synergy_Bliss=-0.206, Synergy_Loewe=4.99, Synergy_HSA=1.60. (5) Drug 1: CC12CCC3C(C1CCC2=O)CC(=C)C4=CC(=O)C=CC34C. Drug 2: B(C(CC(C)C)NC(=O)C(CC1=CC=CC=C1)NC(=O)C2=NC=CN=C2)(O)O. Cell line: OVCAR3. Synergy scores: CSS=33.5, Synergy_ZIP=0.512, Synergy_Bliss=-1.04, Synergy_Loewe=-3.83, Synergy_HSA=-1.20. (6) Drug 1: CC1=C(C(=O)C2=C(C1=O)N3CC4C(C3(C2COC(=O)N)OC)N4)N. Drug 2: CCC1(C2=C(COC1=O)C(=O)N3CC4=CC5=C(C=CC(=C5CN(C)C)O)N=C4C3=C2)O.Cl. Cell line: COLO 205. Synergy scores: CSS=-7.26, Synergy_ZIP=-13.2, Synergy_Bliss=-32.9, Synergy_Loewe=-61.6, Synergy_HSA=-37.0. (7) Drug 1: CC1=C2C(C(=O)C3(C(CC4C(C3C(C(C2(C)C)(CC1OC(=O)C(C(C5=CC=CC=C5)NC(=O)C6=CC=CC=C6)O)O)OC(=O)C7=CC=CC=C7)(CO4)OC(=O)C)O)C)OC(=O)C. Drug 2: B(C(CC(C)C)NC(=O)C(CC1=CC=CC=C1)NC(=O)C2=NC=CN=C2)(O)O. Cell line: 786-0. Synergy scores: CSS=55.0, Synergy_ZIP=-0.910, Synergy_Bliss=-3.37, Synergy_Loewe=-5.06, Synergy_HSA=-2.95. (8) Drug 1: CN1CCC(CC1)COC2=C(C=C3C(=C2)N=CN=C3NC4=C(C=C(C=C4)Br)F)OC. Drug 2: CC1C(C(CC(O1)OC2CC(CC3=C2C(=C4C(=C3O)C(=O)C5=C(C4=O)C(=CC=C5)OC)O)(C(=O)CO)O)N)O.Cl. Cell line: U251. Synergy scores: CSS=48.4, Synergy_ZIP=4.65, Synergy_Bliss=6.80, Synergy_Loewe=3.38, Synergy_HSA=8.26.